From a dataset of Full USPTO retrosynthesis dataset with 1.9M reactions from patents (1976-2016). Predict the reactants needed to synthesize the given product. (1) Given the product [Cl:8][C:9]1[C:10]([CH:29]=[O:30])=[C:11]2[C:17]([C:4]([OH:6])=[O:5])=[CH:16][N:15]([S:19]([C:22]3[CH:28]=[CH:27][C:25]([CH3:26])=[CH:24][CH:23]=3)(=[O:21])=[O:20])[C:12]2=[N:13][CH:14]=1, predict the reactants needed to synthesize it. The reactants are: [Cl-].[Li+].O.[CH:4]([O-:6])=[O:5].[Li+].[Cl:8][C:9]1[CH:14]=[N:13][C:12]2[N:15]([S:19]([C:22]3[CH:28]=[CH:27][C:25]([CH3:26])=[CH:24][CH:23]=3)(=[O:21])=[O:20])[CH:16]=[C:17](I)[C:11]=2[C:10]=1[CH:29]=[O:30].C(OC(=O)C)(=O)C.CCN(C(C)C)C(C)C. (2) Given the product [Br:18][CH:19]([CH3:23])[C:20]([NH:6][C:5]1[C:7]([CH3:9])=[CH:8][C:2]([Br:1])=[CH:3][C:4]=1[CH3:10])=[O:21], predict the reactants needed to synthesize it. The reactants are: [Br:1][C:2]1[CH:8]=[C:7]([CH3:9])[C:5]([NH2:6])=[C:4]([CH3:10])[CH:3]=1.C(N(CC)CC)C.[Br:18][CH:19]([CH3:23])[C:20](Br)=[O:21].C(=O)([O-])O.[Na+]. (3) Given the product [CH3:1][CH:2]1[CH:7]([N:8]([CH3:28])[C:9]2[C:10]3[CH:17]=[CH:16][NH:15][C:11]=3[N:12]=[CH:13][N:14]=2)[CH2:6][CH2:5][CH:4]([CH2:29][S:30]([N:33]2[CH2:37][CH2:36][C@H:35]([CH2:38][OH:39])[CH2:34]2)(=[O:32])=[O:31])[CH2:3]1, predict the reactants needed to synthesize it. The reactants are: [CH3:1][CH:2]1[CH:7]([N:8]([CH3:28])[C:9]2[C:10]3[CH:17]=[CH:16][N:15](S(C4C=CC(C)=CC=4)(=O)=O)[C:11]=3[N:12]=[CH:13][N:14]=2)[CH2:6][CH2:5][CH:4]([CH2:29][S:30]([N:33]2[CH2:37][CH2:36][C@H:35]([CH2:38][OH:39])[CH2:34]2)(=[O:32])=[O:31])[CH2:3]1.[Li+].[OH-].CO.C1COCC1. (4) Given the product [F:22][C:4]([F:3])([C:16]1[CH:21]=[CH:20][CH:19]=[CH:18][N:17]=1)[CH2:5][C:6]1[CH:7]=[CH:8][C:9]([C:12]([OH:14])=[O:13])=[CH:10][CH:11]=1, predict the reactants needed to synthesize it. The reactants are: [OH-].[Na+].[F:3][C:4]([F:22])([C:16]1[CH:21]=[CH:20][CH:19]=[CH:18][N:17]=1)[CH2:5][C:6]1[CH:11]=[CH:10][C:9]([C:12]([O:14]C)=[O:13])=[CH:8][CH:7]=1.Cl. (5) Given the product [CH3:18][CH2:19][O:20][C:21]([C@@H:23]([NH:32][C@H:33]([C:35]([N:37]1[C@H:46]([C:47]([OH:49])=[O:48])[CH2:45][C:44]2[CH:43]=[C:42]([O:50][CH3:51])[C:41]([O:52][CH3:53])=[CH:40][C:39]=2[CH2:38]1)=[O:36])[CH3:34])[CH2:24][CH2:25][C:26]1[CH:31]=[CH:30][CH:29]=[CH:28][CH:27]=1)=[O:22], predict the reactants needed to synthesize it. The reactants are: C1C(Cl)=C(S(N)(=O)=O)C=C2S(NCNC=12)(=O)=O.[CH3:18][CH2:19][O:20][C:21]([C@@H:23]([NH:32][C@H:33]([C:35]([N:37]1[C@H:46]([C:47]([OH:49])=[O:48])[CH2:45][C:44]2[CH:43]=[C:42]([O:50][CH3:51])[C:41]([O:52][CH3:53])=[CH:40][C:39]=2[CH2:38]1)=[O:36])[CH3:34])[CH2:24][CH2:25][C:26]1[CH:27]=[CH:28][CH:29]=[CH:30][CH:31]=1)=[O:22].Cl.